From a dataset of Forward reaction prediction with 1.9M reactions from USPTO patents (1976-2016). Predict the product of the given reaction. (1) Given the reactants N1C=CC=CC=1.[Br:7][C:8]1[CH:9]=[C:10]([C:14](Cl)=[O:15])[CH:11]=[N:12][CH:13]=1.[NH2:17][C:18]1[CH:23]=[CH:22][CH:21]=[CH:20][CH:19]=1, predict the reaction product. The product is: [Br:7][C:8]1[CH:9]=[C:10]([C:14]([NH:17][C:18]2[CH:23]=[CH:22][CH:21]=[CH:20][CH:19]=2)=[O:15])[CH:11]=[N:12][CH:13]=1. (2) Given the reactants [CH2:1]([NH2:5])[CH2:2][CH2:3][CH3:4].C(N(CC)CC)C.[CH2:13]([N:20]([CH2:41][CH:42]1[CH2:47][CH2:46][CH:45]([CH2:48][O:49][C:50](ON2C(=O)CCC2=O)=[O:51])[CH2:44][CH2:43]1)[S:21]([NH:24][C:25](=[O:40])[C:26]1[CH:31]=[C:30]([C:32]([F:35])([F:34])[F:33])[CH:29]=[C:28]([C:36]([F:39])([F:38])[F:37])[CH:27]=1)(=[O:23])=[O:22])[C:14]1[CH:19]=[CH:18][CH:17]=[CH:16][CH:15]=1, predict the reaction product. The product is: [CH2:1]([NH:5][C:50](=[O:51])[O:49][CH2:48][CH:45]1[CH2:44][CH2:43][CH:42]([CH2:41][N:20]([CH2:13][C:14]2[CH:19]=[CH:18][CH:17]=[CH:16][CH:15]=2)[S:21]([NH:24][C:25](=[O:40])[C:26]2[CH:31]=[C:30]([C:32]([F:34])([F:35])[F:33])[CH:29]=[C:28]([C:36]([F:37])([F:38])[F:39])[CH:27]=2)(=[O:22])=[O:23])[CH2:47][CH2:46]1)[CH2:2][CH2:3][CH3:4]. (3) Given the reactants [OH-].[K+].[CH3:3][N:4]1[CH:8]=[C:7]([C:9]2[CH:10]=[C:11]3[CH:17]=[CH:16][NH:15][C:12]3=[N:13][CH:14]=2)[CH:6]=[N:5]1.[I:18]I, predict the reaction product. The product is: [I:18][C:17]1[C:11]2[C:12](=[N:13][CH:14]=[C:9]([C:7]3[CH:6]=[N:5][N:4]([CH3:3])[CH:8]=3)[CH:10]=2)[NH:15][CH:16]=1. (4) Given the reactants C([NH:8][C:9]1([CH2:15][C:16]([NH2:18])=[O:17])[CH2:12][S:11](=[O:14])(=[O:13])[CH2:10]1)C1C=CC=CC=1, predict the reaction product. The product is: [NH2:8][C:9]1([CH2:15][C:16]([NH2:18])=[O:17])[CH2:10][S:11](=[O:13])(=[O:14])[CH2:12]1. (5) Given the reactants C([Mg][Cl:4])C.[C:5]([C:7]1[CH:12]=[CH:11][C:10]([F:13])=[CH:9][C:8]=1[F:14])#[CH:6].[N:15]([C:18]1[CH:23]=[CH:22][C:21]([Cl:24])=[CH:20][CH:19]=1)=[N+:16]=[N-:17].ClC(Cl)(Cl)C(Cl)(Cl)Cl.Cl, predict the reaction product. The product is: [Cl:4][C:6]1[N:17]=[N:16][N:15]([C:18]2[CH:23]=[CH:22][C:21]([Cl:24])=[CH:20][CH:19]=2)[C:5]=1[C:7]1[CH:12]=[CH:11][C:10]([F:13])=[CH:9][C:8]=1[F:14]. (6) Given the reactants [F:1][C:2]([F:18])([F:17])[CH2:3][CH2:4][S:5]([N:8]([C@@H:10]([CH2:14][CH:15]=[CH2:16])[C:11]([OH:13])=O)[CH3:9])(=[O:7])=[O:6].[CH2:19]([O:22][C@H:23]1[C:31]2[C:26](=[CH:27][C:28]([O:32][CH3:33])=[CH:29][CH:30]=2)[C@@H:25]([NH:34][CH2:35][C@@H:36]([OH:48])[C@@H:37]([NH2:47])[CH2:38][C:39]2[CH:44]=[C:43]([Cl:45])[CH:42]=[C:41]([Cl:46])[CH:40]=2)[CH2:24]1)[CH:20]=[CH2:21], predict the reaction product. The product is: [CH2:19]([O:22][C@H:23]1[C:31]2[C:26](=[CH:27][C:28]([O:32][CH3:33])=[CH:29][CH:30]=2)[C@@H:25]([NH:34][CH2:35][C@@H:36]([OH:48])[C@@H:37]([NH:47][C:11](=[O:13])[C@@H:10]([N:8]([CH3:9])[S:5]([CH2:4][CH2:3][C:2]([F:1])([F:18])[F:17])(=[O:6])=[O:7])[CH2:14][CH:15]=[CH2:16])[CH2:38][C:39]2[CH:40]=[C:41]([Cl:46])[CH:42]=[C:43]([Cl:45])[CH:44]=2)[CH2:24]1)[CH:20]=[CH2:21]. (7) The product is: [NH2:24][C:25](=[N:31][NH:32][C:15](=[O:17])[C:14]1[C:18]([NH:20][CH:21]([CH3:23])[CH3:22])=[CH:19][C:11]([NH:10][C:7]2[CH:8]=[CH:9][C:4]3[N:3]=[CH:2][S:1][C:5]=3[CH:6]=2)=[N:12][CH:13]=1)[C:26]([O:28][CH2:29][CH3:30])=[O:27]. Given the reactants [S:1]1[C:5]2[CH:6]=[C:7]([NH:10][C:11]3[CH:19]=[C:18]([NH:20][CH:21]([CH3:23])[CH3:22])[C:14]([C:15]([OH:17])=O)=[CH:13][N:12]=3)[CH:8]=[CH:9][C:4]=2[N:3]=[CH:2]1.[NH2:24][C:25](=[N:31][NH2:32])[C:26]([O:28][CH2:29][CH3:30])=[O:27].CN(C(ON1N=NC2C=CC=NC1=2)=[N+](C)C)C.F[P-](F)(F)(F)(F)F.CCN(C(C)C)C(C)C, predict the reaction product. (8) Given the reactants [CH3:1][C:2]1[S:6][C:5]([C:7]2([OH:18])[CH2:12][CH2:11][N:10](C(OCC)=O)[CH2:9][CH2:8]2)=[N:4][CH:3]=1.C1C2C(=CC=C(C3(O)CCN(C(OCC)=O)CC3)C=2)CCO1, predict the reaction product. The product is: [CH3:1][C:2]1[S:6][C:5]([C:7]2([OH:18])[CH2:12][CH2:11][NH:10][CH2:9][CH2:8]2)=[N:4][CH:3]=1. (9) Given the reactants [CH3:1][O:2][C:3]1[N:8]=[CH:7][C:6]([NH:9][C:10]2[C:15]([C:16]3[N:24]=[C:23]([CH3:25])[N:22]=[C:21]4[C:17]=3[N:18]=[CH:19][N:20]4C3CCCCO3)=[CH:14][CH:13]=[CH:12][N:11]=2)=[CH:5][CH:4]=1.Cl, predict the reaction product. The product is: [CH3:1][O:2][C:3]1[N:8]=[CH:7][C:6]([NH:9][C:10]2[C:15]([C:16]3[N:24]=[C:23]([CH3:25])[N:22]=[C:21]4[C:17]=3[N:18]=[CH:19][NH:20]4)=[CH:14][CH:13]=[CH:12][N:11]=2)=[CH:5][CH:4]=1.